Dataset: Reaction yield outcomes from USPTO patents with 853,638 reactions. Task: Predict the reaction yield, written as a fraction of the theoretical maximum amount of product (1.0 means a 100% yield; for example, 0.34 means a 34% yield). (1) The reactants are [Br:1][C:2]1[CH:18]=[CH:17][C:5]2[C:6]3[N:7]=[C:8]([C:14]([NH2:16])=O)[S:9][C:10]=3[CH2:11][CH2:12][O:13][C:4]=2[CH:3]=1.P(Cl)(Cl)(Cl)=O.O. The catalyst is N1C=CC=CC=1. The product is [Br:1][C:2]1[CH:18]=[CH:17][C:5]2[C:6]3[N:7]=[C:8]([C:14]#[N:16])[S:9][C:10]=3[CH2:11][CH2:12][O:13][C:4]=2[CH:3]=1. The yield is 0.720. (2) The reactants are Cl.[CH3:2][O:3][C:4]([C:6]1[CH:7]=[C:8]2[C:13](=[C:14]([CH:16]3[CH2:20][CH2:19][CH2:18][N:17]3C(OC(C)(C)C)=O)[CH:15]=1)[O:12][C:11]([N:28]1[CH2:33][CH2:32][O:31][CH2:30][CH2:29]1)=[CH:10][C:9]2=[O:34])=[O:5].C(Cl)Cl. The catalyst is O1CCOCC1. The product is [O:31]1[CH2:30][CH2:29][N:28]([C:11]2[O:12][C:13]3[C:8]([C:9](=[O:34])[CH:10]=2)=[CH:7][C:6]([C:4]([O:3][CH3:2])=[O:5])=[CH:15][C:14]=3[CH:16]2[CH2:20][CH2:19][CH2:18][NH:17]2)[CH2:33][CH2:32]1. The yield is 0.830. (3) The reactants are FC(F)(F)S(OS(C(F)(F)F)(=O)=O)(=O)=O.C1(P(=O)(C2C=CC=CC=2)C2C=CC=CC=2)C=CC=CC=1.C([S:43][CH:44]([CH2:73][N:74]1[CH2:79][CH2:78][S:77](=[O:81])(=[O:80])[CH2:76][CH2:75]1)[CH2:45][NH:46][C:47]([C:49]1[NH:50][C:51]2[C:56]([CH:57]=1)=[CH:55][C:54]([O:58][CH2:59][CH2:60][O:61][CH3:62])=[CH:53][C:52]=2[NH:63][S:64]([C:67]1[CH:72]=[CH:71][CH:70]=[CH:69][N:68]=1)(=[O:66])=[O:65])=O)C1C=CC=CC=1.C1(SC)C=CC=CC=1. The catalyst is ClCCl.O. The product is [O:80]=[S:77]1(=[O:81])[CH2:76][CH2:75][N:74]([CH2:73][CH:44]2[S:43][C:47]([C:49]3[NH:50][C:51]4[C:56]([CH:57]=3)=[CH:55][C:54]([O:58][CH2:59][CH2:60][O:61][CH3:62])=[CH:53][C:52]=4[NH:63][S:64]([C:67]3[CH:72]=[CH:71][CH:70]=[CH:69][N:68]=3)(=[O:66])=[O:65])=[N:46][CH2:45]2)[CH2:79][CH2:78]1. The yield is 0.440. (4) The reactants are O[C:2]1[CH:18]=[CH:17][C:5]([CH:6]2[CH2:15][C:14](=[O:16])[C:13]3[C:8](=[CH:9][CH:10]=[CH:11][CH:12]=3)[O:7]2)=[CH:4][CH:3]=1.C(N(CC)CC)C.C1C=CC(N([S:33]([C:36]([F:39])([F:38])[F:37])(=[O:35])=[O:34])[S:33]([C:36]([F:39])([F:38])[F:37])(=[O:35])=[O:34])=CC=1. The catalyst is C(Cl)Cl.CN(C1C=CN=CC=1)C. The product is [F:37][C:36]([F:39])([F:38])[S:33]([C:2]1[CH:18]=[CH:17][C:5]([CH:6]2[CH2:15][C:14](=[O:16])[C:13]3[C:8](=[CH:9][CH:10]=[CH:11][CH:12]=3)[O:7]2)=[CH:4][CH:3]=1)(=[O:35])=[O:34]. The yield is 0.950. (5) The reactants are [OH:1][C:2]1[CH:3]=[C:4]([CH:10]=[CH:11][CH:12]=1)[C:5]([O:7][CH2:8][CH3:9])=[O:6].I[C:14]1[CH:21]=[CH:20][CH:19]=[CH:18][C:15]=1[CH:16]=[O:17].CC(C)(C(=O)CC(=O)C(C)(C)C)C.C(=O)([O-])[O-].[Cs+].[Cs+]. The catalyst is CN1CCCC1=O.C(OCC)(=O)C.[Cu]Cl. The product is [CH:16]([C:15]1[CH:18]=[CH:19][CH:20]=[CH:21][C:14]=1[O:1][C:2]1[CH:3]=[C:4]([CH:10]=[CH:11][CH:12]=1)[C:5]([O:7][CH2:8][CH3:9])=[O:6])=[O:17]. The yield is 0.900.